From a dataset of NCI-60 drug combinations with 297,098 pairs across 59 cell lines. Regression. Given two drug SMILES strings and cell line genomic features, predict the synergy score measuring deviation from expected non-interaction effect. (1) Drug 1: CC1=CC2C(CCC3(C2CCC3(C(=O)C)OC(=O)C)C)C4(C1=CC(=O)CC4)C. Drug 2: CN1C(=O)N2C=NC(=C2N=N1)C(=O)N. Cell line: IGROV1. Synergy scores: CSS=-3.03, Synergy_ZIP=1.63, Synergy_Bliss=-0.391, Synergy_Loewe=-1.56, Synergy_HSA=-2.33. (2) Drug 1: CC1OCC2C(O1)C(C(C(O2)OC3C4COC(=O)C4C(C5=CC6=C(C=C35)OCO6)C7=CC(=C(C(=C7)OC)O)OC)O)O. Drug 2: CN(CC1=CN=C2C(=N1)C(=NC(=N2)N)N)C3=CC=C(C=C3)C(=O)NC(CCC(=O)O)C(=O)O. Cell line: M14. Synergy scores: CSS=18.4, Synergy_ZIP=-9.96, Synergy_Bliss=-3.25, Synergy_Loewe=-9.92, Synergy_HSA=-2.20. (3) Drug 1: C1=CC(=CC=C1CCCC(=O)O)N(CCCl)CCCl. Drug 2: CC1C(C(CC(O1)OC2CC(CC3=C2C(=C4C(=C3O)C(=O)C5=C(C4=O)C(=CC=C5)OC)O)(C(=O)CO)O)N)O.Cl. Cell line: MDA-MB-231. Synergy scores: CSS=33.3, Synergy_ZIP=-1.45, Synergy_Bliss=-3.57, Synergy_Loewe=-5.09, Synergy_HSA=-1.52. (4) Drug 1: C1=CC(=CC=C1C#N)C(C2=CC=C(C=C2)C#N)N3C=NC=N3. Drug 2: CCCCC(=O)OCC(=O)C1(CC(C2=C(C1)C(=C3C(=C2O)C(=O)C4=C(C3=O)C=CC=C4OC)O)OC5CC(C(C(O5)C)O)NC(=O)C(F)(F)F)O. Cell line: OVCAR-4. Synergy scores: CSS=14.6, Synergy_ZIP=-3.15, Synergy_Bliss=-0.963, Synergy_Loewe=-4.71, Synergy_HSA=-4.12. (5) Drug 1: CS(=O)(=O)C1=CC(=C(C=C1)C(=O)NC2=CC(=C(C=C2)Cl)C3=CC=CC=N3)Cl. Drug 2: N.N.Cl[Pt+2]Cl. Cell line: IGROV1. Synergy scores: CSS=4.21, Synergy_ZIP=-1.29, Synergy_Bliss=0.241, Synergy_Loewe=-0.908, Synergy_HSA=-0.133.